From a dataset of Peptide-MHC class I binding affinity with 185,985 pairs from IEDB/IMGT. Regression. Given a peptide amino acid sequence and an MHC pseudo amino acid sequence, predict their binding affinity value. This is MHC class I binding data. (1) The peptide sequence is RRGRSPRRR. The MHC is Patr-A0401 with pseudo-sequence Patr-A0401. The binding affinity (normalized) is 0.376. (2) The peptide sequence is FVIFACNFV. The MHC is HLA-A02:03 with pseudo-sequence HLA-A02:03. The binding affinity (normalized) is 0.827. (3) The peptide sequence is SRDWFMLMPK. The binding affinity (normalized) is 0.381. The MHC is HLA-A31:01 with pseudo-sequence HLA-A31:01. (4) The peptide sequence is YAKKFKTGMH. The binding affinity (normalized) is 0.0527. The MHC is HLA-A31:01 with pseudo-sequence HLA-A31:01. (5) The peptide sequence is FLKFNVLQNL. The MHC is HLA-A02:01 with pseudo-sequence HLA-A02:01. The binding affinity (normalized) is 0.504.